The task is: Predict the reaction yield, written as a fraction of the theoretical maximum amount of product (1.0 means a 100% yield; for example, 0.34 means a 34% yield).. This data is from Reaction yield outcomes from USPTO patents with 853,638 reactions. The reactants are [NH2:1][N:2]1[C:11](=[O:12])[C:10]2[C:5](=[C:6]([O:15]C)[C:7]([Cl:14])=[CH:8][C:9]=2[Cl:13])[N:4]=[CH:3]1.[BrH:17]. No catalyst specified. The product is [BrH:17].[NH2:1][N:2]1[C:11](=[O:12])[C:10]2[C:5](=[C:6]([OH:15])[C:7]([Cl:14])=[CH:8][C:9]=2[Cl:13])[N:4]=[CH:3]1. The yield is 0.580.